Dataset: Forward reaction prediction with 1.9M reactions from USPTO patents (1976-2016). Task: Predict the product of the given reaction. (1) Given the reactants [C:1]([C:3]1[CH:8]=[CH:7][C:6]([NH:9][C:10](=[O:22])[NH:11][CH2:12][C:13]2[CH:14]=[C:15]([CH:19]=[CH:20][CH:21]=2)[C:16]([OH:18])=[O:17])=[CH:5][CH:4]=1)#[N:2].C(Cl)CCl.C1C=CC2N(O)N=NC=2C=1.CN1CCOCC1.[CH3:44][N:45]([CH3:51])[CH2:46][CH2:47][CH2:48][CH2:49][NH2:50], predict the reaction product. The product is: [CH:16]([O-:18])=[O:17].[C:1]([C:3]1[CH:4]=[CH:5][C:6]([NH:9][C:10](=[O:22])[NH:11][CH2:12][C:13]2[CH:14]=[C:15]([CH:19]=[CH:20][CH:21]=2)[C:16]([NH:50][CH2:49][CH2:48][CH2:47][CH2:46][N:45]([CH3:51])[CH3:44])=[O:18])=[CH:7][CH:8]=1)#[N:2]. (2) Given the reactants [Cl:1][C:2]1[N:7]=[CH:6][C:5]([CH2:8][CH2:9][C:10]([NH:12][C:13]2[CH:18]=[CH:17][CH:16]=[CH:15][C:14]=2[Cl:19])=[O:11])=[C:4]([C:20]2[CH:25]=[CH:24][CH:23]=[CH:22][C:21]=2[Cl:26])[CH:3]=1.C(=O)([O-])[O-].[K+].[K+], predict the reaction product. The product is: [Cl:1][C:2]1[N:7]=[C:6]2[C:5]([CH2:8][CH2:9][C:10](=[O:11])[N:12]2[C:13]2[CH:18]=[CH:17][CH:16]=[CH:15][C:14]=2[Cl:19])=[C:4]([C:20]2[CH:25]=[CH:24][CH:23]=[CH:22][C:21]=2[Cl:26])[CH:3]=1. (3) Given the reactants [NH2:1][C:2]1[C:3](=[O:17])[NH:4][C:5](=[S:16])[N:6]([CH2:9][CH:10]2CCCC[CH2:11]2)[C:7]=1[NH2:8].[CH:18](OCC)(OCC)[O:19]CC.[CH2:28](O)C, predict the reaction product. The product is: [CH3:18][O:19][CH2:11][CH2:10][CH2:9][N:6]1[C:7]2[N:8]=[CH:28][NH:1][C:2]=2[C:3](=[O:17])[NH:4][C:5]1=[S:16]. (4) Given the reactants [NH2:1][CH2:2][CH:3]1[CH2:8][CH2:7][N:6]([C:9]([O:11][CH2:12][C:13]2[CH:18]=[CH:17][CH:16]=[CH:15][CH:14]=2)=[O:10])[CH2:5][CH2:4]1.Cl[C:20]1[N:25]=[CH:24][C:23]([CH3:26])=[CH:22][N:21]=1, predict the reaction product. The product is: [CH3:26][C:23]1[CH:22]=[N:21][C:20]([NH:1][CH2:2][CH:3]2[CH2:8][CH2:7][N:6]([C:9]([O:11][CH2:12][C:13]3[CH:14]=[CH:15][CH:16]=[CH:17][CH:18]=3)=[O:10])[CH2:5][CH2:4]2)=[N:25][CH:24]=1. (5) Given the reactants [Br:1][C:2]1[C:3]([O:19]C)=[N:4][C:5]([NH:8][C:9]2[CH:14]=[CH:13][C:12]([F:15])=[C:11]([N+:16]([O-:18])=[O:17])[CH:10]=2)=[N:6][CH:7]=1, predict the reaction product. The product is: [Br:1][C:2]1[C:3]([OH:19])=[N:4][C:5]([NH:8][C:9]2[CH:14]=[CH:13][C:12]([F:15])=[C:11]([N+:16]([O-:18])=[O:17])[CH:10]=2)=[N:6][CH:7]=1. (6) Given the reactants [Cl:1][C:2]1[C:18]([Cl:19])=[CH:17][C:5]2[N:6]=[C:7]([C:9]3[CH:14]=[CH:13][C:12]([CH:15]=[O:16])=[CH:11][CH:10]=3)[NH:8][C:4]=2[CH:3]=1.Cl[CH2:21][C:22]1[CH:31]=[CH:30][C:29]2[C:24](=[CH:25][CH:26]=[CH:27][CH:28]=2)[CH:23]=1, predict the reaction product. The product is: [Cl:19][C:18]1[C:2]([Cl:1])=[CH:3][C:4]2[N:8]([CH2:21][C:22]3[CH:31]=[CH:30][C:29]4[C:24](=[CH:25][CH:26]=[CH:27][CH:28]=4)[CH:23]=3)[C:7]([C:9]3[CH:10]=[CH:11][C:12]([CH:15]=[O:16])=[CH:13][CH:14]=3)=[N:6][C:5]=2[CH:17]=1. (7) Given the reactants Br[C:2]1[CH:3]=[N:4][C:5]([C:8](=[O:10])[CH3:9])=[N:6][CH:7]=1.[F:11][C:12]([F:23])([F:22])[C:13]1[CH:14]=[C:15](B(O)O)[CH:16]=[CH:17][CH:18]=1.[O-]P([O-])([O-])=O.[K+].[K+].[K+].CN(C1C(C2C(P(C3CCCCC3)C3CCCCC3)=CC=CC=2)=CC=CC=1)C, predict the reaction product. The product is: [F:11][C:12]([F:23])([F:22])[C:13]1[CH:18]=[C:17]([C:2]2[CH:3]=[N:4][C:5]([C:8](=[O:10])[CH3:9])=[N:6][CH:7]=2)[CH:16]=[CH:15][CH:14]=1.